The task is: Regression/Classification. Given a drug SMILES string, predict its absorption, distribution, metabolism, or excretion properties. Task type varies by dataset: regression for continuous measurements (e.g., permeability, clearance, half-life) or binary classification for categorical outcomes (e.g., BBB penetration, CYP inhibition). For this dataset (solubility_aqsoldb), we predict Y.. This data is from Aqueous solubility values for 9,982 compounds from the AqSolDB database. (1) The compound is CC(C)C(NC(N)=O)NC(N)=O. The Y is -1.81 log mol/L. (2) The molecule is ClCCOCCCl. The Y is -1.12 log mol/L. (3) The compound is OCC(O)CCl. The Y is 0.957 log mol/L. (4) The molecule is N#CCCN(CCC#N)CC(=O)O. The Y is 0.458 log mol/L. (5) The drug is CC1C(N)CN1c1c(F)cc2c(=O)c(C(=O)O)cn(C3CC3)c2c1F. The Y is -4.17 log mol/L.